This data is from NCI-60 drug combinations with 297,098 pairs across 59 cell lines. The task is: Regression. Given two drug SMILES strings and cell line genomic features, predict the synergy score measuring deviation from expected non-interaction effect. (1) Drug 1: CCN(CC)CCCC(C)NC1=C2C=C(C=CC2=NC3=C1C=CC(=C3)Cl)OC. Drug 2: C(CN)CNCCSP(=O)(O)O. Cell line: K-562. Synergy scores: CSS=26.7, Synergy_ZIP=12.4, Synergy_Bliss=15.7, Synergy_Loewe=-31.4, Synergy_HSA=9.84. (2) Drug 1: CC1C(C(CC(O1)OC2CC(CC3=C2C(=C4C(=C3O)C(=O)C5=C(C4=O)C(=CC=C5)OC)O)(C(=O)C)O)N)O.Cl. Drug 2: C1CC(=O)NC(=O)C1N2C(=O)C3=CC=CC=C3C2=O. Cell line: 786-0. Synergy scores: CSS=20.4, Synergy_ZIP=-3.50, Synergy_Bliss=3.92, Synergy_Loewe=-22.9, Synergy_HSA=2.90. (3) Cell line: HCT-15. Drug 1: CN1C2=C(C=C(C=C2)N(CCCl)CCCl)N=C1CCCC(=O)O.Cl. Synergy scores: CSS=-1.21, Synergy_ZIP=-0.227, Synergy_Bliss=-0.430, Synergy_Loewe=-6.47, Synergy_HSA=-6.14. Drug 2: CS(=O)(=O)OCCCCOS(=O)(=O)C. (4) Drug 1: CC1=C(C=C(C=C1)NC(=O)C2=CC=C(C=C2)CN3CCN(CC3)C)NC4=NC=CC(=N4)C5=CN=CC=C5. Drug 2: N.N.Cl[Pt+2]Cl. Cell line: SN12C. Synergy scores: CSS=37.4, Synergy_ZIP=0.650, Synergy_Bliss=0.278, Synergy_Loewe=-9.64, Synergy_HSA=-4.12. (5) Cell line: SNB-19. Synergy scores: CSS=50.2, Synergy_ZIP=2.56, Synergy_Bliss=3.59, Synergy_Loewe=-32.3, Synergy_HSA=1.82. Drug 1: COC1=CC(=CC(=C1O)OC)C2C3C(COC3=O)C(C4=CC5=C(C=C24)OCO5)OC6C(C(C7C(O6)COC(O7)C8=CC=CS8)O)O. Drug 2: N.N.Cl[Pt+2]Cl. (6) Drug 1: C1=CC(=C2C(=C1NCCNCCO)C(=O)C3=C(C=CC(=C3C2=O)O)O)NCCNCCO. Drug 2: CC(C)(C#N)C1=CC(=CC(=C1)CN2C=NC=N2)C(C)(C)C#N. Cell line: PC-3. Synergy scores: CSS=20.8, Synergy_ZIP=-0.872, Synergy_Bliss=2.91, Synergy_Loewe=-3.92, Synergy_HSA=3.22. (7) Drug 1: CCC1(CC2CC(C3=C(CCN(C2)C1)C4=CC=CC=C4N3)(C5=C(C=C6C(=C5)C78CCN9C7C(C=CC9)(C(C(C8N6C=O)(C(=O)OC)O)OC(=O)C)CC)OC)C(=O)OC)O.OS(=O)(=O)O. Drug 2: C1CNP(=O)(OC1)N(CCCl)CCCl. Cell line: NCI-H460. Synergy scores: CSS=-0.121, Synergy_ZIP=1.62, Synergy_Bliss=2.23, Synergy_Loewe=0.614, Synergy_HSA=0.0364. (8) Drug 1: C1CCN(CC1)CCOC2=CC=C(C=C2)C(=O)C3=C(SC4=C3C=CC(=C4)O)C5=CC=C(C=C5)O. Drug 2: C1CN(P(=O)(OC1)NCCCl)CCCl. Cell line: HL-60(TB). Synergy scores: CSS=-16.7, Synergy_ZIP=17.1, Synergy_Bliss=15.2, Synergy_Loewe=1.76, Synergy_HSA=-0.609.